This data is from Catalyst prediction with 721,799 reactions and 888 catalyst types from USPTO. The task is: Predict which catalyst facilitates the given reaction. (1) Reactant: Cl[C:2]1[N:3]=[C:4]([NH:15][CH2:16][C:17]2[N:18]=[CH:19][C:20]3[C:25]([CH:26]=2)=[CH:24][CH:23]=[CH:22][CH:21]=3)[C:5]2[CH2:10][N:9]([CH:11]([CH3:13])[CH3:12])[C:8](=[O:14])[C:6]=2[N:7]=1.[CH3:27][C@H:28]1[CH2:33][NH:32][CH2:31][CH2:30][N:29]1[C:34]([O:36][C:37]([CH3:40])([CH3:39])[CH3:38])=[O:35].CCN(C(C)C)C(C)C. Product: [CH:11]([N:9]1[CH2:10][C:5]2[C:4]([NH:15][CH2:16][C:17]3[N:18]=[CH:19][C:20]4[C:25]([CH:26]=3)=[CH:24][CH:23]=[CH:22][CH:21]=4)=[N:3][C:2]([N:32]3[CH2:31][CH2:30][N:29]([C:34]([O:36][C:37]([CH3:40])([CH3:39])[CH3:38])=[O:35])[C@@H:28]([CH3:27])[CH2:33]3)=[N:7][C:6]=2[C:8]1=[O:14])([CH3:13])[CH3:12]. The catalyst class is: 114. (2) Reactant: [CH3:1][NH:2][C:3]1[CH:8]=[CH:7][CH:6]=[C:5]([S:9]([N:12]2[C:21]3[C:16](=[CH:17][CH:18]=[CH:19][CH:20]=3)[CH2:15][CH2:14][CH2:13]2)(=[O:11])=[O:10])[CH:4]=1.[NH2:22][C:23]1[C:31]([N+:32]([O-:34])=[O:33])=[CH:30][CH:29]=[CH:28][C:24]=1[C:25](O)=[O:26].CC(C)([O-:38])C.[K+].ClC(Cl)(OC(=O)OC(Cl)(Cl)Cl)Cl.C(O)C(N)(CO)CO. Product: [N:12]1([S:9]([C:5]2[CH:4]=[C:3]([N:2]3[C:25](=[O:26])[C:24]4[C:23](=[C:31]([N+:32]([O-:34])=[O:33])[CH:30]=[CH:29][CH:28]=4)[NH:22][C:1]3=[O:38])[CH:8]=[CH:7][CH:6]=2)(=[O:10])=[O:11])[C:21]2[C:16](=[CH:17][CH:18]=[CH:19][CH:20]=2)[CH2:15][CH2:14][CH2:13]1. The catalyst class is: 68. (3) Reactant: O.Cl.C([O:5][CH:6](OCC)[CH2:7][N:8]([CH3:10])[CH3:9])C.[S:14]([O:17][S:18]([O-:20])=[O:19])([O-:16])=[O:15].[Na+].[Na+]. Product: [S:14]([O:17][S:18]([OH:20])=[O:19])([OH:16])=[O:15].[CH3:9][N:8]([CH2:7][CH:6]=[O:5])[CH3:10]. The catalyst class is: 8. (4) Reactant: [OH:1][CH2:2][C:3]1[C:4]2[N:5]([N:11]=[C:12]([CH2:17][O:18]C3CCCCO3)[C:13]=2C(O)=O)[C:6]([O:9][CH3:10])=[CH:7][CH:8]=1. Product: [OH:18][CH2:17][C:12]1[CH:13]=[C:4]2[C:3]([CH2:2][OH:1])=[CH:8][CH:7]=[C:6]([O:9][CH3:10])[N:5]2[N:11]=1. The catalyst class is: 262. (5) Reactant: [CH3:1][S:2]([NH2:5])(=[O:4])=[O:3].CC(C)(C)C(OI(OC(=O)C(C)(C)C)C1C=CC=CC=1)=O.[Cl:27][C:28]1[CH:29]=[C:30]([CH:43]=[CH:44][C:45]=1[Cl:46])[CH2:31][O:32][C:33]1[CH:40]=[CH:39][C:36]([CH:37]=[O:38])=[C:35]([O:41][CH3:42])[CH:34]=1.ClCCCl. Product: [Cl:27][C:28]1[CH:29]=[C:30]([CH:43]=[CH:44][C:45]=1[Cl:46])[CH2:31][O:32][C:33]1[CH:40]=[CH:39][C:36]([C:37]([NH:5][S:2]([CH3:1])(=[O:4])=[O:3])=[O:38])=[C:35]([O:41][CH3:42])[CH:34]=1. The catalyst class is: 480. (6) Reactant: Br[C:2]1[CH:3]=[CH:4][C:5]([O:8][CH2:9][CH:10]2[CH2:15][CH2:14][N:13]([CH2:16][C:17]([F:20])([CH3:19])[CH3:18])[CH2:12][CH2:11]2)=[N:6][CH:7]=1.[CH2:21]([O:23][C:24]([C:26]1[CH:31]=[CH:30][C:29](B(O)O)=[CH:28][C:27]=1[F:35])=[O:25])[CH3:22].C([O-])([O-])=O.[Cs+].[Cs+]. Product: [F:35][C:27]1[CH:28]=[C:29]([C:2]2[CH:7]=[N:6][C:5]([O:8][CH2:9][CH:10]3[CH2:15][CH2:14][N:13]([CH2:16][C:17]([F:20])([CH3:19])[CH3:18])[CH2:12][CH2:11]3)=[CH:4][CH:3]=2)[CH:30]=[CH:31][C:26]=1[C:24]([O:23][CH2:21][CH3:22])=[O:25]. The catalyst class is: 38. (7) Reactant: [Cl:1][C:2]1[C:7]([F:8])=[CH:6][CH:5]=[CH:4][C:3]=1[NH:9][C:10](=[O:18])[CH:11]([CH3:17])[C:12]([O:14]CC)=[O:13]. The catalyst class is: 1. Product: [Cl:1][C:2]1[C:7]([F:8])=[CH:6][CH:5]=[CH:4][C:3]=1[NH:9][C:10](=[O:18])[CH:11]([CH3:17])[C:12]([OH:14])=[O:13]. (8) Reactant: [NH:1]1[CH:5]=[C:4]([C:6]23[CH2:17][CH2:16][C:15](=[O:18])[CH:7]2[C:8]2[CH:9]=[CH:10][CH:11]=[CH:12][C:13]=2[CH2:14]3)[N:3]=[CH:2]1.[BH4-].[Na+].O. Product: [NH:1]1[CH:5]=[C:4]([C:6]23[CH2:17][CH2:16][CH:15]([OH:18])[CH:7]2[C:8]2[CH:9]=[CH:10][CH:11]=[CH:12][C:13]=2[CH2:14]3)[N:3]=[CH:2]1. The catalyst class is: 8. (9) Reactant: [Br:1][C:2]1[CH:3]=[C:4]([C:12]#[C:13][Si](C)(C)C)[C:5]([NH:8]C(=O)C)=[N:6][CH:7]=1.[F-].C([N+](CCCC)(CCCC)CCCC)CCC. Product: [Br:1][C:2]1[CH:3]=[C:4]2[CH:12]=[CH:13][NH:8][C:5]2=[N:6][CH:7]=1. The catalyst class is: 1. (10) Product: [OH:4][CH2:5][C:7]1[C:8]([C:17]2[C:22]([O:23][CH3:24])=[CH:21][C:20]([O:25][CH3:26])=[CH:19][C:18]=2[CH2:27][OH:28])=[C:9]([O:15][CH3:16])[CH:10]=[C:11]([O:13][CH3:14])[CH:12]=1. The catalyst class is: 1. Reactant: CO.C[O:4][C:5]([C:7]1[C:8]([C:17]2[C:18]([C:27](OC)=[O:28])=[CH:19][C:20]([O:25][CH3:26])=[CH:21][C:22]=2[O:23][CH3:24])=[C:9]([O:15][CH3:16])[CH:10]=[C:11]([O:13][CH3:14])[CH:12]=1)=O.[H-].[H-].[H-].[H-].[Li+].[Al+3].